This data is from Full USPTO retrosynthesis dataset with 1.9M reactions from patents (1976-2016). The task is: Predict the reactants needed to synthesize the given product. (1) Given the product [F:1][C:2]([F:14])([F:13])[CH2:3][O:4][C:5]1[CH:12]=[N:11][CH:10]=[CH:9][C:6]=1[C:7]([OH:20])=[O:18], predict the reactants needed to synthesize it. The reactants are: [F:1][C:2]([F:14])([F:13])[CH2:3][O:4][C:5]1[CH:12]=[N:11][CH:10]=[CH:9][C:6]=1[C:7]#N.C(O)C.[OH-:18].[Na+].[OH2:20]. (2) Given the product [N:10]1[C:5]2[CH:6]=[CH:7][CH:8]=[CH:9][C:4]=2[NH:1][C:11]=1[C:12]1[CH:17]=[CH:16][C:15]([C:18]2[CH:26]=[CH:25][CH:24]=[CH:23][C:19]=2[C:20]([NH2:22])=[O:21])=[CH:14][CH:13]=1, predict the reactants needed to synthesize it. The reactants are: [N+:1]([C:4]1[CH:9]=[CH:8][CH:7]=[CH:6][C:5]=1[NH:10][CH2:11][C:12]1[CH:17]=[CH:16][C:15]([C:18]2[CH:26]=[CH:25][CH:24]=[CH:23][C:19]=2[C:20]([NH2:22])=[O:21])=[CH:14][CH:13]=1)([O-])=O.C[O-].[Na+].C(O)(=O)CC(CC(O)=O)(C(O)=O)O. (3) Given the product [CH3:33][C@@:5]1([O:4][C:1](=[O:3])[CH3:2])[C@H:9]([O:10][C:11](=[O:13])[CH3:12])[C@@H:8]([CH2:14][O:15][C:16](=[O:18])[CH3:17])[O:7][C@H:6]1[N:19]1[CH:32]=[C:23]2[CH:24]=[CH:25][C:26]3[C:27](=[S:41])[NH:28][N:29]=[CH:30][C:21]([C:22]=32)=[N:20]1, predict the reactants needed to synthesize it. The reactants are: [C:1]([O:4][C@:5]1([CH3:33])[C@H:9]([O:10][C:11](=[O:13])[CH3:12])[C@@H:8]([CH2:14][O:15][C:16](=[O:18])[CH3:17])[O:7][C@H:6]1[N:19]1[CH:32]=[C:23]2[CH:24]=[CH:25][C:26]3[C:27](=O)[NH:28][N:29]=[CH:30][C:21]([C:22]=32)=[N:20]1)(=[O:3])[CH3:2].N1C=CC=CC=1.P12(SP3(SP(SP(S3)(S1)=S)(=S)S2)=S)=[S:41]. (4) Given the product [C:1]([C:5]1[CH:6]=[CH:7][C:8]([O:25][CH3:26])=[C:9]([NH:11][C:12]([NH:14][C:15]2[CH:20]=[CH:19][C:18]([CH3:21])=[CH:17][C:16]=2[NH2:22])=[O:13])[CH:10]=1)([CH3:4])([CH3:2])[CH3:3], predict the reactants needed to synthesize it. The reactants are: [C:1]([C:5]1[CH:6]=[CH:7][C:8]([O:25][CH3:26])=[C:9]([NH:11][C:12]([NH:14][C:15]2[CH:20]=[CH:19][C:18]([CH3:21])=[CH:17][C:16]=2[N+:22]([O-])=O)=[O:13])[CH:10]=1)([CH3:4])([CH3:3])[CH3:2]. (5) Given the product [Cl:32][C:26]1[CH:27]=[C:28]([Cl:31])[CH:29]=[CH:30][C:25]=1[C:23]1[N:24]=[C:20]([C@@H:19]([NH:35][C:43](=[O:44])[C:42]2[CH:46]=[CH:47][C:39]([CH2:37][CH3:38])=[CH:40][CH:41]=2)[CH2:18][C:15]2[CH:16]=[CH:17][C:12]([O:11][C:8]3[CH:9]=[CH:10][C:5]([C:4]([OH:3])=[O:36])=[CH:6][CH:7]=3)=[CH:13][CH:14]=2)[N:21]([CH2:33][CH3:34])[CH:22]=1, predict the reactants needed to synthesize it. The reactants are: Cl.C[O:3][C:4](=[O:36])[C:5]1[CH:10]=[CH:9][C:8]([O:11][C:12]2[CH:17]=[CH:16][C:15]([CH2:18][C@H:19]([NH2:35])[C:20]3[N:21]([CH2:33][CH3:34])[CH:22]=[C:23]([C:25]4[CH:30]=[CH:29][C:28]([Cl:31])=[CH:27][C:26]=4[Cl:32])[N:24]=3)=[CH:14][CH:13]=2)=[CH:7][CH:6]=1.[CH2:37]([C:39]1[CH:47]=[CH:46][C:42]([C:43](O)=[O:44])=[CH:41][CH:40]=1)[CH3:38]. (6) Given the product [S:15]1[C:19]2[CH:20]=[CH:21][CH:22]=[CH:23][C:18]=2[N:17]=[C:16]1[NH:24][C@H:25]1[CH2:26][C@H:27]([NH:29][C:10](=[O:12])[C:9]([C:8]2[C:3]([Cl:2])=[N:4][CH:5]=[CH:6][CH:7]=2)([CH3:14])[CH3:13])[CH2:28]1, predict the reactants needed to synthesize it. The reactants are: Cl.[Cl:2][C:3]1[C:8]([C:9]([CH3:14])([CH3:13])[C:10]([OH:12])=O)=[CH:7][CH:6]=[CH:5][N:4]=1.[S:15]1[C:19]2[CH:20]=[CH:21][CH:22]=[CH:23][C:18]=2[N:17]=[C:16]1[NH:24][C@H:25]1[CH2:28][C@H:27]([NH2:29])[CH2:26]1.CN(C(ON1N=NC2C=CC=CC1=2)=[N+](C)C)C.F[P-](F)(F)(F)(F)F.C(N(CC)CC)C. (7) The reactants are: Br[C:2]1[CH:3]=[N+:4]([O-:11])[CH:5]=[CH:6][C:7]=1[N+:8]([O-:10])=[O:9].[OH:12][C:13]1[CH:14]=[N:15][CH:16]=[C:17]([CH:22]=1)[C:18]([O:20][CH3:21])=[O:19].C(=O)([O-])[O-].[K+].[K+].CCCCCCCC(C([NH3+])(C(CCCCCCC)=O)C(CCCCCCC)=O)=O.[Cl-]. Given the product [CH3:21][O:20][C:18]([C:17]1[CH:22]=[C:13]([O:12][C:2]2[CH:3]=[N+:4]([O-:11])[CH:5]=[CH:6][C:7]=2[N+:8]([O-:10])=[O:9])[CH:14]=[N:15][CH:16]=1)=[O:19], predict the reactants needed to synthesize it. (8) Given the product [CH3:12][C:11]1[C@H:7]([C:6]2[C:2]3[N:41]=[CH:40][N:42]=[C:34]([NH2:35])[C:3]=3[O:4][CH:5]=2)[O:8][CH:9]([CH2:13][O:14][C:15]([C:16]2[CH:17]=[CH:18][CH:19]=[CH:20][CH:21]=2)([C:28]2[CH:33]=[CH:32][CH:31]=[CH:30][CH:29]=2)[C:22]2[CH:23]=[CH:24][CH:25]=[CH:26][CH:27]=2)[CH:10]=1, predict the reactants needed to synthesize it. The reactants are: N[C:2]1[C:6]([C@H:7]2[C:11]([CH3:12])=[CH:10][CH:9]([CH2:13][O:14][C:15]([C:28]3[CH:33]=[CH:32][CH:31]=[CH:30][CH:29]=3)([C:22]3[CH:27]=[CH:26][CH:25]=[CH:24][CH:23]=3)[C:16]3[CH:21]=[CH:20][CH:19]=[CH:18][CH:17]=3)[O:8]2)=[CH:5][O:4][C:3]=1[C:34]#[N:35].C(O)(=O)C.[CH:40]([NH2:42])=[NH:41]. (9) Given the product [CH3:12][Si:13]([C:16]#[C:17][C:2]1[CH:11]=[CH:10][C:5]([C:6]([O:8][CH3:9])=[O:7])=[CH:4][CH:3]=1)([CH3:15])[CH3:14], predict the reactants needed to synthesize it. The reactants are: I[C:2]1[CH:11]=[CH:10][C:5]([C:6]([O:8][CH3:9])=[O:7])=[CH:4][CH:3]=1.[CH3:12][Si:13]([C:16]#[CH:17])([CH3:15])[CH3:14]. (10) Given the product [CH:1]1([S:4]([NH:7][C:8](=[O:15])[CH2:9][C:10]([OH:12])=[O:11])(=[O:6])=[O:5])[CH2:3][CH2:2]1, predict the reactants needed to synthesize it. The reactants are: [CH:1]1([S:4]([NH:7][C:8](=[O:15])[CH2:9][C:10]([O:12]CC)=[O:11])(=[O:6])=[O:5])[CH2:3][CH2:2]1.O.[OH-].[Li+].Cl.